From a dataset of Reaction yield outcomes from USPTO patents with 853,638 reactions. Predict the reaction yield, written as a fraction of the theoretical maximum amount of product (1.0 means a 100% yield; for example, 0.34 means a 34% yield). (1) The reactants are [Br:1][C:2]1[CH:24]=[C:23]([C:25]([NH:27][CH2:28][C:29]2[CH:34]=[CH:33][CH:32]=[C:31]([OH:35])[CH:30]=2)=[O:26])[CH:22]=[CH:21][C:3]=1[C:4]([NH:6][C@H:7]([C:17]([O:19]C)=[O:18])[CH2:8][NH:9][C:10]([C:12]1[S:13][CH:14]=[CH:15][CH:16]=1)=[O:11])=[O:5].[OH-].[Na+]. The catalyst is CO.ClCCl. The product is [Br:1][C:2]1[CH:24]=[C:23]([C:25]([NH:27][CH2:28][C:29]2[CH:34]=[CH:33][CH:32]=[C:31]([OH:35])[CH:30]=2)=[O:26])[CH:22]=[CH:21][C:3]=1[C:4]([NH:6][C@H:7]([C:17]([OH:19])=[O:18])[CH2:8][NH:9][C:10]([C:12]1[S:13][CH:14]=[CH:15][CH:16]=1)=[O:11])=[O:5]. The yield is 0.760. (2) The reactants are CO[CH:3](OC)[N:4]([CH3:6])[CH3:5].[F:9][C:10]1[CH:15]=[C:14]([N:16]2[CH:20]=[CH:19][CH:18]=[N:17]2)[CH:13]=[CH:12][C:11]=1[NH:21][N:22]=[C:23]([C:29](=[O:31])[CH3:30])[C:24](=[O:28])[CH2:25][O:26][CH3:27].[CH3:32]N(C)C(=O)C. No catalyst specified. The product is [CH3:6][N:4]([CH3:5])[CH:3]=[CH:30][C:29]([C:23]1[C:24](=[O:28])[C:25]([O:26][CH3:27])=[CH:32][N:21]([C:11]2[CH:12]=[CH:13][C:14]([N:16]3[CH:20]=[CH:19][CH:18]=[N:17]3)=[CH:15][C:10]=2[F:9])[N:22]=1)=[O:31]. The yield is 0.830.